This data is from Full USPTO retrosynthesis dataset with 1.9M reactions from patents (1976-2016). The task is: Predict the reactants needed to synthesize the given product. (1) Given the product [OH:8][C@H:9]1[C:18](=[O:19])[C:17]2[C:16]([CH2:20][O:21][CH3:22])=[CH:15][N:14]3[C:23]([CH3:27])=[C:24]([CH3:26])[N:25]=[C:13]3[C:12]=2[NH:11][C@@H:10]1[C:28]1[CH:33]=[CH:32][CH:31]=[CH:30][CH:29]=1, predict the reactants needed to synthesize it. The reactants are: [Si]([O:8][C@H:9]1[C:18](=[O:19])[C:17]2[C:16]([CH2:20][O:21][CH3:22])=[CH:15][N:14]3[C:23]([CH3:27])=[C:24]([CH3:26])[N:25]=[C:13]3[C:12]=2[NH:11][C@@H:10]1[C:28]1[CH:33]=[CH:32][CH:31]=[CH:30][CH:29]=1)(C(C)(C)C)(C)C.[F-].C([N+](CCCC)(CCCC)CCCC)CCC.C(=O)([O-])O.[Na+]. (2) Given the product [CH2:1]([N:3]([CH2:4][CH3:5])[CH2:7]/[CH:8]=[CH:9]\[Sn:10]([CH2:19][CH2:20][CH2:21][CH3:22])([CH2:15][CH2:16][CH2:17][CH3:18])[CH2:11][CH2:12][CH2:13][CH3:14])[CH3:2], predict the reactants needed to synthesize it. The reactants are: [CH2:1]([NH:3][CH2:4][CH3:5])[CH3:2].Br[CH2:7]/[CH:8]=[CH:9]\[Sn:10]([CH2:19][CH2:20][CH2:21][CH3:22])([CH2:15][CH2:16][CH2:17][CH3:18])[CH2:11][CH2:12][CH2:13][CH3:14]. (3) Given the product [CH3:15][C:13]([C:16]1[N:21]=[C:20]([C:22]2[N:26]([C:37]([N:32]3[CH2:36][CH2:35][CH2:34][CH2:33]3)=[O:38])[C:25](=[O:27])[O:24][N:23]=2)[CH:19]=[C:18]([C:28]([F:30])([F:31])[F:29])[N:17]=1)([CH3:12])[CH3:14], predict the reactants needed to synthesize it. The reactants are: N12CCCN=C1CCCCC2.[CH3:12][C:13]([C:16]1[N:21]=[C:20]([C:22]2[NH:23][O:24][C:25](=[O:27])[N:26]=2)[CH:19]=[C:18]([C:28]([F:31])([F:30])[F:29])[N:17]=1)([CH3:15])[CH3:14].[N:32]1([C:37](Cl)=[O:38])[CH2:36][CH2:35][CH2:34][CH2:33]1. (4) Given the product [C:1]([O:4][C@@H:5]1[C@H:9]([O:10][C:11](=[O:13])[CH3:12])[C@@H:8]([CH2:14][O:15][C:16](=[O:18])[CH3:17])[O:7][C@H:6]1[N:19]1[CH:27]=[N:26][C:25]2[C:20]1=[N:21][C:22]([Cl:29])=[N:23][C:24]=2[N:37]1[C:36]([C:30]2[CH:35]=[CH:34][CH:33]=[CH:32][CH:31]=2)=[C:40]([C:41]2[CH:42]=[CH:43][CH:44]=[CH:45][CH:46]=2)[N:39]=[CH:38]1)(=[O:3])[CH3:2], predict the reactants needed to synthesize it. The reactants are: [C:1]([O:4][C@@H:5]1[C@H:9]([O:10][C:11](=[O:13])[CH3:12])[C@@H:8]([CH2:14][O:15][C:16](=[O:18])[CH3:17])[O:7][C@H:6]1[N:19]1[CH:27]=[N:26][C:25]2[C:20]1=[N:21][C:22]([Cl:29])=[N:23][C:24]=2Cl)(=[O:3])[CH3:2].[C:30]1([C:36]2[N:37]=[CH:38][NH:39][C:40]=2[C:41]2[CH:46]=[CH:45][CH:44]=[CH:43][CH:42]=2)[CH:35]=[CH:34][CH:33]=[CH:32][CH:31]=1. (5) Given the product [NH2:22][C:23]1[C:24]([C:31]([NH:1][C:2]2[CH:3]=[N:4][CH:5]=[CH:6][C:7]=2[N:8]2[CH2:13][CH2:12][CH2:11][C@H:10]([NH:14][C:15](=[O:21])[O:16][C:17]([CH3:18])([CH3:20])[CH3:19])[CH2:9]2)=[O:32])=[N:25][C:26]([Cl:30])=[C:27]([NH2:29])[N:28]=1, predict the reactants needed to synthesize it. The reactants are: [NH2:1][C:2]1[CH:3]=[N:4][CH:5]=[CH:6][C:7]=1[N:8]1[CH2:13][CH2:12][CH2:11][CH:10]([NH:14][C:15](=[O:21])[O:16][C:17]([CH3:20])([CH3:19])[CH3:18])[CH2:9]1.[NH2:22][C:23]1[C:24]([C:31](O)=[O:32])=[N:25][C:26]([Cl:30])=[C:27]([NH2:29])[N:28]=1.